From a dataset of Forward reaction prediction with 1.9M reactions from USPTO patents (1976-2016). Predict the product of the given reaction. (1) Given the reactants Br[C:2]1[S:10][C:9]2[C:8](=[O:11])[NH:7][C:6]([CH3:13])([CH3:12])[NH:5][C:4]=2[CH:3]=1.[F:14][C:15]1[CH:20]=[C:19](B2OC(C)(C)C(C)(C)O2)[CH:18]=[CH:17][N:16]=1.C(=O)([O-])[O-].[Na+].[Na+], predict the reaction product. The product is: [F:14][C:15]1[CH:20]=[C:19]([C:2]2[S:10][C:9]3[C:8](=[O:11])[NH:7][C:6]([CH3:13])([CH3:12])[NH:5][C:4]=3[CH:3]=2)[CH:18]=[CH:17][N:16]=1. (2) Given the reactants C(O[C:6]([C:8]1[N:13]=[C:12]([C:14]2[CH:19]=[CH:18][CH:17]=[CH:16][CH:15]=2)[C:11]2[C:20]([CH2:23][N:24]3[C:32]4[C:27](=[CH:28][CH:29]=[CH:30][CH:31]=4)[CH:26]=[CH:25]3)=[N:21][S:22][C:10]=2[C:9]=1[OH:33])=[O:7])CCC.[NH2:34][CH2:35][C:36]([OH:38])=[O:37], predict the reaction product. The product is: [OH:33][C:9]1[C:10]2[S:22][N:21]=[C:20]([CH2:23][N:24]3[C:32]4[C:27](=[CH:28][CH:29]=[CH:30][CH:31]=4)[CH:26]=[CH:25]3)[C:11]=2[C:12]([C:14]2[CH:15]=[CH:16][CH:17]=[CH:18][CH:19]=2)=[N:13][C:8]=1[C:6]([NH:34][CH2:35][C:36]([OH:38])=[O:37])=[O:7]. (3) Given the reactants [NH2:1][C:2]1[CH:7]=[CH:6][CH:5]=[CH:4][C:3]=1[S:8]([NH2:11])(=[O:10])=[O:9].[I:12]N1C(=O)CCC1=O, predict the reaction product. The product is: [NH2:1][C:2]1[CH:7]=[CH:6][C:5]([I:12])=[CH:4][C:3]=1[S:8]([NH2:11])(=[O:9])=[O:10]. (4) Given the reactants C([O:3][C:4]([C:6]1[N:11]2[N:12]=[C:13]([NH2:15])[N:14]=[C:10]2[CH:9]=[C:8]([C:16]2[CH:17]=[N:18][C:19]([N:22]([CH3:24])[CH3:23])=[N:20][CH:21]=2)[CH:7]=1)=O)C.C(OC(C1[N:35]2[N:36]=C(N)N=C2C=C(Br)C=1)=O)C.CN(C)C1N=CC(B(O)O)=CN=1, predict the reaction product. The product is: [NH2:15][C:13]1[N:14]=[C:10]2[CH:9]=[C:8]([C:16]3[CH:21]=[N:20][C:19]([N:22]([CH3:24])[CH3:23])=[N:18][CH:17]=3)[CH:7]=[C:6]([C:4]([NH:35][NH2:36])=[O:3])[N:11]2[N:12]=1. (5) Given the reactants Cl.C[O:3][C:4]1[CH:5]=[C:6]2[C:11](=[CH:12][CH:13]=1)[C:10]([O:14][C:15]1[CH:20]=[CH:19][C:18]([O:21][CH2:22][CH2:23][N:24]3[CH2:29][CH2:28][CH2:27][CH2:26][CH2:25]3)=[CH:17][CH:16]=1)=[C:9]([C:30]1[CH:38]=[C:37]3[C:33]([CH2:34][NH:35][C:36]3=[O:39])=[CH:32][CH:31]=1)[CH:8]=[CH:7]2.B(Br)(Br)Br.C(=O)(O)[O-].[Na+], predict the reaction product. The product is: [OH:3][C:4]1[CH:5]=[C:6]2[C:11](=[CH:12][CH:13]=1)[C:10]([O:14][C:15]1[CH:16]=[CH:17][C:18]([O:21][CH2:22][CH2:23][N:24]3[CH2:29][CH2:28][CH2:27][CH2:26][CH2:25]3)=[CH:19][CH:20]=1)=[C:9]([C:30]1[CH:38]=[C:37]3[C:33]([CH2:34][NH:35][C:36]3=[O:39])=[CH:32][CH:31]=1)[CH:8]=[CH:7]2.